Predict which catalyst facilitates the given reaction. From a dataset of Catalyst prediction with 721,799 reactions and 888 catalyst types from USPTO. (1) Reactant: [CH3:1][O:2][C:3]1[CH:8]=[CH:7][C:6]([OH:9])=[C:5]([N+:10]([O-])=O)[CH:4]=1.[H][H]. Product: [NH2:10][C:5]1[CH:4]=[C:3]([O:2][CH3:1])[CH:8]=[CH:7][C:6]=1[OH:9]. The catalyst class is: 153. (2) Reactant: [N+:1]([C:4]1[CH:5]=[C:6]([CH:12]=[CH:13][CH:14]=1)[O:7][CH2:8][C:9]([OH:11])=O)([O-:3])=[O:2].[Ar].O=S(Cl)Cl.[C:20]([N:27]1[CH2:32][CH2:31][NH:30][CH2:29][CH2:28]1)([O:22][C:23]([CH3:26])([CH3:25])[CH3:24])=[O:21].C(=O)([O-])[O-].[Na+].[Na+]. Product: [C:23]([O:22][C:20]([N:27]1[CH2:32][CH2:31][N:30]([C:9](=[O:11])[CH2:8][O:7][C:6]2[CH:12]=[CH:13][CH:14]=[C:4]([N+:1]([O-:3])=[O:2])[CH:5]=2)[CH2:29][CH2:28]1)=[O:21])([CH3:26])([CH3:24])[CH3:25]. The catalyst class is: 44. (3) Reactant: C([N:8]1[CH2:13][CH2:12][C:11]2([C:21]3[C:16](=[CH:17][CH:18]=[CH:19][CH:20]=3)[C:15](=[O:22])[O:14]2)[CH2:10][CH2:9]1)C1C=CC=CC=1.[Cl:23]C(OC(Cl)C)=O. Product: [NH:8]1[CH2:13][CH2:12][C:11]2([C:21]3[C:16](=[CH:17][CH:18]=[CH:19][CH:20]=3)[C:15](=[O:22])[O:14]2)[CH2:10][CH2:9]1.[ClH:23]. The catalyst class is: 4. (4) Reactant: CN(C)C=O.CS([O:10][CH2:11][CH2:12][C:13]([CH3:17])=[C:14]([F:16])[F:15])(=O)=O.[CH2:18]([O:22][C:23]1[N:28]=[C:27]([CH3:29])[C:26]([C:30](O)=[O:31])=[CH:25][N:24]=1)[CH2:19][CH2:20][CH3:21].C(=O)([O-])O.[Na+]. Product: [CH2:18]([O:22][C:23]1[N:28]=[C:27]([CH3:29])[C:26]([C:30]([O:10][CH2:11][CH2:12][C:13]([CH3:17])=[C:14]([F:16])[F:15])=[O:31])=[CH:25][N:24]=1)[CH2:19][CH2:20][CH3:21]. The catalyst class is: 6. (5) Reactant: [Br:1][C:2]1[CH:3]=[C:4](O)[C:5]([OH:9])=[CH:6][C:7]=1[F:8].[C:11]([O-])([O-])=[O:12].[Cs+].[Cs+].BrC[CH2:19][CH2:20]Br. Product: [Br:1][C:2]1[C:7]([F:8])=[CH:6][C:5]2[O:9][CH2:20][CH2:19][O:12][CH2:11][C:4]=2[CH:3]=1. The catalyst class is: 3. (6) Reactant: Cl[CH2:2][C:3]1[CH:21]=[CH:20][C:6]([O:7][CH2:8][C:9]2[N:10]=[C:11]([C:15]3[O:16][CH:17]=[CH:18][CH:19]=3)[O:12][C:13]=2[CH3:14])=[C:5]([O:22][CH3:23])[CH:4]=1.[C:24]1([N:30]2[C:34]([CH2:35][CH2:36][C:37]3[CH:42]=[CH:41][CH:40]=[CH:39][N:38]=3)=[CH:33][C:32]([OH:43])=[N:31]2)[CH:29]=[CH:28][CH:27]=[CH:26][CH:25]=1.CN(C)C=O.[H-].[Na+]. Product: [O:16]1[CH:17]=[CH:18][CH:19]=[C:15]1[C:11]1[O:12][C:13]([CH3:14])=[C:9]([CH2:8][O:7][C:6]2[CH:20]=[CH:21][C:3]([CH2:2][O:43][C:32]3[CH:33]=[C:34]([CH2:35][CH2:36][C:37]4[CH:42]=[CH:41][CH:40]=[CH:39][N:38]=4)[N:30]([C:24]4[CH:29]=[CH:28][CH:27]=[CH:26][CH:25]=4)[N:31]=3)=[CH:4][C:5]=2[O:22][CH3:23])[N:10]=1. The catalyst class is: 6.